From a dataset of Reaction yield outcomes from USPTO patents with 853,638 reactions. Predict the reaction yield, written as a fraction of the theoretical maximum amount of product (1.0 means a 100% yield; for example, 0.34 means a 34% yield). (1) The reactants are [CH2:1]([N:5]([CH2:36][CH:37]([CH3:39])[CH3:38])[C:6]1[CH:11]=[CH:10][C:9]([C:12]2[CH:17]=[CH:16][CH:15]=[CH:14][C:13]=2[C:18]2[NH:22][N:21]=[N:20][N:19]=2)=[CH:8][C:7]=1[NH:23][C:24](=[O:35])[O:25][C:26]1[CH:31]=[CH:30][C:29]([N+]([O-])=O)=[CH:28][CH:27]=1)[CH:2]([CH3:4])[CH3:3].C(OC1C=CC(O)=CC=1)C1C=CC=CC=1.CCN(CC)CC.C(Cl)[Cl:63]. No catalyst specified. The product is [CH2:1]([N:5]([CH2:36][CH:37]([CH3:39])[CH3:38])[C:6]1[CH:11]=[CH:10][C:9]([C:12]2[CH:17]=[CH:16][CH:15]=[CH:14][C:13]=2[C:18]2[NH:22][N:21]=[N:20][N:19]=2)=[CH:8][C:7]=1[NH:23][C:24](=[O:35])[O:25][C:26]1[CH:31]=[CH:30][C:29]([Cl:63])=[CH:28][CH:27]=1)[CH:2]([CH3:4])[CH3:3]. The yield is 0.140. (2) The reactants are [Br:1][C:2]1[C:3]([F:11])=[C:4]([CH:8]=[CH:9][CH:10]=1)C(O)=O.C1C=CC(P(N=[N+]=[N-])(C2C=CC=CC=2)=[O:19])=CC=1.C([N:31]([CH2:34]C)CC)C.[CH3:36][C:37]([OH:40])([CH3:39])[CH3:38]. The catalyst is C1(C)C=CC=CC=1. The product is [C:37]([O:40][C:34]([NH:31][C:4]1[CH:8]=[CH:9][CH:10]=[C:2]([Br:1])[C:3]=1[F:11])=[O:19])([CH3:39])([CH3:38])[CH3:36]. The yield is 0.610. (3) The reactants are [F:1][C:2]1[CH:7]=[CH:6][CH:5]=[CH:4][C:3]=1[CH2:8][C:9](=O)[CH2:10][C:11](OCC)=O.[CH:17]([O-:22])([O-])[O:18][CH2:19][CH3:20].C(OC(=O)C)(=O)C.O.[NH2:31][NH2:32]. The catalyst is C(O)C. The product is [F:1][C:2]1[CH:7]=[CH:6][CH:5]=[CH:4][C:3]=1[CH2:8][C:9]1[C:10]([C:17]([O:18][CH2:19][CH3:20])=[O:22])=[CH:11][NH:32][N:31]=1. The yield is 0.660. (4) The catalyst is C([O-])(=O)C.[Pd+2].C([O-])(=O)C. The reactants are Br[C:2]1[CH:7]=[CH:6][C:5]([CH3:8])=[CH:4][C:3]=1[Cl:9].C1(P(C2C=CC=CC=2)CCCP(C2C=CC=CC=2)C2C=CC=CC=2)C=CC=CC=1.C(N(CC)CC)C.[CH3:46][OH:47].CN(C)[CH:50]=[O:51]. The product is [Cl:9][C:3]1[CH:4]=[C:5]([CH3:8])[CH:6]=[CH:7][C:2]=1[C:46]([O:51][CH3:50])=[O:47]. The yield is 0.280. (5) The reactants are [C:1]([C:4]1[CH:12]=[C:11]([C:13]2[CH:18]=[CH:17][N:16]=[CH:15][CH:14]=2)[CH:10]=[C:9]2[C:5]=1[CH2:6][CH2:7][N:8]2[C:19](=[O:36])[C@@H:20]([NH:28]C(=O)OC(C)(C)C)[CH2:21][C:22]1[CH:27]=[CH:26][CH:25]=[CH:24][CH:23]=1)(=[O:3])[NH2:2].C(O)(C(F)(F)F)=O. The catalyst is C(Cl)Cl. The product is [NH2:28][C@@H:20]([CH2:21][C:22]1[CH:23]=[CH:24][CH:25]=[CH:26][CH:27]=1)[C:19]([N:8]1[C:9]2[CH:10]=[C:11]([C:13]3[CH:18]=[CH:17][N:16]=[CH:15][CH:14]=3)[CH:12]=[C:4]([C:1]([NH2:2])=[O:3])[C:5]=2[CH2:6][CH2:7]1)=[O:36]. The yield is 0.820. (6) The reactants are Br[CH2:2][CH2:3][CH2:4][CH2:5][CH2:6][CH2:7][Br:8].C(C1(O)[CH2:14][O:13][CH2:12]1)C.[OH-:16].[Na+].O.CC[CH2:21][CH2:22][CH2:23][CH3:24]. The catalyst is [Br-].C([N+](CCCC)(CCCC)CCCC)CCC. The product is [Br:8][CH2:7][CH2:6][CH2:5][CH2:4][CH2:3][CH2:2][O:16][CH2:21][C:22]1([CH2:23][CH3:24])[CH2:14][O:13][CH2:12]1. The yield is 0.897. (7) The reactants are C[O:2][C:3](=O)[C:4]1[C:5](=[CH:10][C:11]([F:15])=[C:12]([I:14])[CH:13]=1)[C:6](OC)=[O:7].[Cl-].[Ca+2].[Cl-].[BH4-].[Na+]. The catalyst is C(O)C. The product is [F:15][C:11]1[C:12]([I:14])=[CH:13][C:4]([CH2:3][OH:2])=[C:5]([CH2:6][OH:7])[CH:10]=1. The yield is 0.980.